From a dataset of NCI-60 drug combinations with 297,098 pairs across 59 cell lines. Regression. Given two drug SMILES strings and cell line genomic features, predict the synergy score measuring deviation from expected non-interaction effect. (1) Drug 1: COC1=C(C=C2C(=C1)N=CN=C2NC3=CC(=C(C=C3)F)Cl)OCCCN4CCOCC4. Drug 2: C1=C(C(=O)NC(=O)N1)N(CCCl)CCCl. Cell line: HCT-15. Synergy scores: CSS=49.3, Synergy_ZIP=-8.42, Synergy_Bliss=-2.10, Synergy_Loewe=-5.01, Synergy_HSA=1.53. (2) Drug 1: CN(CCCl)CCCl.Cl. Drug 2: B(C(CC(C)C)NC(=O)C(CC1=CC=CC=C1)NC(=O)C2=NC=CN=C2)(O)O. Cell line: HCC-2998. Synergy scores: CSS=52.8, Synergy_ZIP=2.74, Synergy_Bliss=4.78, Synergy_Loewe=-12.2, Synergy_HSA=1.28. (3) Drug 1: C(CC(=O)O)C(=O)CN.Cl. Drug 2: CS(=O)(=O)OCCCCOS(=O)(=O)C. Cell line: HS 578T. Synergy scores: CSS=12.9, Synergy_ZIP=-3.83, Synergy_Bliss=1.00, Synergy_Loewe=-2.36, Synergy_HSA=0.194.